This data is from Catalyst prediction with 721,799 reactions and 888 catalyst types from USPTO. The task is: Predict which catalyst facilitates the given reaction. (1) Reactant: [CH2:1]([C:5]1[N:6]=[C:7]([C:26]2[CH:31]=[CH:30][C:29]([C:32]([F:35])([F:34])[F:33])=[CH:28][CH:27]=2)[S:8][C:9]=1[CH2:10][O:11][C:12]1[CH:21]=[CH:20][C:15]([C:16]([NH:18][OH:19])=[NH:17])=[C:14]([C:22]([F:25])([F:24])[F:23])[CH:13]=1)[CH2:2][CH2:3][CH3:4].N1C=CC=CC=1.[C:42]1([O:48]C(Cl)=O)C=CC=CC=1. Product: [CH2:1]([C:5]1[N:6]=[C:7]([C:26]2[CH:27]=[CH:28][C:29]([C:32]([F:35])([F:34])[F:33])=[CH:30][CH:31]=2)[S:8][C:9]=1[CH2:10][O:11][C:12]1[CH:21]=[CH:20][C:15]([C:16]2[NH:17][C:42](=[O:48])[O:19][N:18]=2)=[C:14]([C:22]([F:25])([F:24])[F:23])[CH:13]=1)[CH2:2][CH2:3][CH3:4]. The catalyst class is: 4. (2) Reactant: [CH3:1][O:2][C:3]1[CH:8]=[CH:7][C:6]([C:9]2[N:13]([C:14]3[CH:19]=[CH:18][C:17]([N:20]4[CH2:25][CH2:24][N:23](C(OC(C)(C)C)=O)[CH2:22][CH2:21]4)=[CH:16][CH:15]=3)[N:12]=[CH:11][CH:10]=2)=[CH:5][C:4]=1[O:33][C@@H:34]1[CH2:38][CH2:37][O:36][CH2:35]1.C(O)(C(F)(F)F)=O. Product: [CH3:1][O:2][C:3]1[CH:8]=[CH:7][C:6]([C:9]2[N:13]([C:14]3[CH:19]=[CH:18][C:17]([N:20]4[CH2:25][CH2:24][NH:23][CH2:22][CH2:21]4)=[CH:16][CH:15]=3)[N:12]=[CH:11][CH:10]=2)=[CH:5][C:4]=1[O:33][C@@H:34]1[CH2:38][CH2:37][O:36][CH2:35]1. The catalyst class is: 2. (3) Reactant: [C:1]1([C:6]2[C:7]([O:15][CH2:16][C:17]([F:20])([F:19])[F:18])=[N:8][CH:9]=[C:10]([N+:12]([O-])=O)[CH:11]=2)[CH2:5][CH2:4][CH2:3][CH:2]=1. Product: [CH:1]1([C:6]2[CH:11]=[C:10]([NH2:12])[CH:9]=[N:8][C:7]=2[O:15][CH2:16][C:17]([F:18])([F:19])[F:20])[CH2:2][CH2:3][CH2:4][CH2:5]1. The catalyst class is: 78.